From a dataset of NCI-60 drug combinations with 297,098 pairs across 59 cell lines. Regression. Given two drug SMILES strings and cell line genomic features, predict the synergy score measuring deviation from expected non-interaction effect. Drug 2: CC1=CC=C(C=C1)C2=CC(=NN2C3=CC=C(C=C3)S(=O)(=O)N)C(F)(F)F. Synergy scores: CSS=3.62, Synergy_ZIP=0.958, Synergy_Bliss=1.54, Synergy_Loewe=-0.564, Synergy_HSA=-0.564. Drug 1: CN(C)C1=NC(=NC(=N1)N(C)C)N(C)C. Cell line: NCI-H322M.